Task: Regression. Given two drug SMILES strings and cell line genomic features, predict the synergy score measuring deviation from expected non-interaction effect.. Dataset: Merck oncology drug combination screen with 23,052 pairs across 39 cell lines (1) Drug 1: CC(=O)OC1C(=O)C2(C)C(O)CC3OCC3(OC(C)=O)C2C(OC(=O)c2ccccc2)C2(O)CC(OC(=O)C(O)C(NC(=O)c3ccccc3)c3ccccc3)C(C)=C1C2(C)C. Drug 2: Cn1c(=O)n(-c2ccc(C(C)(C)C#N)cc2)c2c3cc(-c4cnc5ccccc5c4)ccc3ncc21. Cell line: COLO320DM. Synergy scores: synergy=21.2. (2) Drug 1: COc1cc(C2c3cc4c(cc3C(OC3OC5COC(C)OC5C(O)C3O)C3COC(=O)C23)OCO4)cc(OC)c1O. Drug 2: C=CCn1c(=O)c2cnc(Nc3ccc(N4CCN(C)CC4)cc3)nc2n1-c1cccc(C(C)(C)O)n1. Cell line: A375. Synergy scores: synergy=19.2.